This data is from Reaction yield outcomes from USPTO patents with 853,638 reactions. The task is: Predict the reaction yield, written as a fraction of the theoretical maximum amount of product (1.0 means a 100% yield; for example, 0.34 means a 34% yield). (1) The reactants are [NH2:1][CH:2]1[C@@H:6]2[CH2:7][N:8]([C:10]3[N:15]=[C:14]([C:16]4[O:20][C:19]([C:21]5[CH:26]=[CH:25][C:24]([CH2:27][N:28]([CH3:36])[C:29](=[O:35])[O:30][C:31]([CH3:34])([CH3:33])[CH3:32])=[CH:23][CH:22]=5)=[N:18][N:17]=4)[C:13]([N:37]([C:45]([O:47][C:48]([CH3:51])([CH3:50])[CH3:49])=[O:46])[C:38]([O:40][C:41]([CH3:44])([CH3:43])[CH3:42])=[O:39])=[N:12][CH:11]=3)[CH2:9][C@@H:5]2[CH2:4][CH2:3]1.C(N(CC)CC)C.[CH2:59]([S:61](Cl)(=[O:63])=[O:62])[CH3:60]. The catalyst is C(Cl)Cl. The product is [CH2:59]([S:61]([NH:1][CH:2]1[C@@H:6]2[CH2:7][N:8]([C:10]3[N:15]=[C:14]([C:16]4[O:20][C:19]([C:21]5[CH:26]=[CH:25][C:24]([CH2:27][N:28]([CH3:36])[C:29](=[O:35])[O:30][C:31]([CH3:34])([CH3:33])[CH3:32])=[CH:23][CH:22]=5)=[N:18][N:17]=4)[C:13]([N:37]([C:38]([O:40][C:41]([CH3:42])([CH3:44])[CH3:43])=[O:39])[C:45]([O:47][C:48]([CH3:51])([CH3:50])[CH3:49])=[O:46])=[N:12][CH:11]=3)[CH2:9][C@@H:5]2[CH2:4][CH2:3]1)(=[O:63])=[O:62])[CH3:60]. The yield is 6.50. (2) The reactants are [CH3:1][O:2][C:3]([C:5]1[C:10](O)=[CH:9][C:8](=[O:12])[N:7]([C:13]2[CH:18]=[CH:17][CH:16]=[CH:15][CH:14]=2)[N:6]=1)=[O:4].P(Cl)(Cl)([Cl:21])=O. No catalyst specified. The product is [CH3:1][O:2][C:3]([C:5]1[C:10]([Cl:21])=[CH:9][C:8](=[O:12])[N:7]([C:13]2[CH:18]=[CH:17][CH:16]=[CH:15][CH:14]=2)[N:6]=1)=[O:4]. The yield is 0.840. (3) The reactants are [F:1][C:2]1[N:7]=[C:6]([N:8]2[C@@H:12]([C@H:13](O)[CH3:14])[CH2:11][O:10][C:9]2=[O:16])[C:5]([F:17])=[CH:4][N:3]=1.[F:18]C(F)(S(F)(=O)=O)C(F)(F)C(F)(F)C(F)(F)F.F.F.F.C(N(CC)CC)C.C(N(CC)CC)C. The catalyst is C(#N)C.O.CCOC(C)=O.CCCCCCC. The product is [F:1][C:2]1[N:7]=[C:6]([N:8]2[C@@H:12]([C@@H:13]([F:18])[CH3:14])[CH2:11][O:10][C:9]2=[O:16])[C:5]([F:17])=[CH:4][N:3]=1. The yield is 0.470. (4) The reactants are Br[C:2]1[CH:7]=[N:6][C:5]([C:8]2[CH:13]=[CH:12][C:11]([F:14])=[CH:10][CH:9]=2)=[CH:4][N:3]=1.[Li]CCCC.CCCCCC.[N:26]1[CH:31]=[CH:30][C:29]([C:32](=[O:34])[CH3:33])=[CH:28][CH:27]=1. The catalyst is C1COCC1. The product is [F:14][C:11]1[CH:12]=[CH:13][C:8]([C:5]2[N:6]=[CH:7][C:2]([C:32]([C:29]3[CH:30]=[CH:31][N:26]=[CH:27][CH:28]=3)([OH:34])[CH3:33])=[N:3][CH:4]=2)=[CH:9][CH:10]=1. The yield is 0.240.